This data is from Forward reaction prediction with 1.9M reactions from USPTO patents (1976-2016). The task is: Predict the product of the given reaction. (1) Given the reactants [C:1]([O:9][CH2:10][C@H:11]([C@H:15]([OH:25])[CH2:16][O:17][CH2:18][C:19]1[CH:24]=[CH:23][CH:22]=[CH:21][CH:20]=1)[CH2:12][CH:13]=C)(=[O:8])[C:2]1[CH:7]=[CH:6][CH:5]=[CH:4][CH:3]=1.C[N+]1([O-])CC[O:30][CH2:29]C1.OS([O-])=O.[Na+], predict the reaction product. The product is: [C:2]1([C:1]([O:9][CH2:10][C@@H:11]2[C@@H:15]([CH2:16][O:17][CH2:18][C:19]3[CH:20]=[CH:21][CH:22]=[CH:23][CH:24]=3)[O:25][CH:13]([O:30][CH3:29])[CH2:12]2)=[O:8])[CH:3]=[CH:4][CH:5]=[CH:6][CH:7]=1. (2) Given the reactants [NH2:1][C:2]1[C:3]([CH3:8])=[N:4][CH:5]=[CH:6][CH:7]=1.N1C=CC=CC=1.[C:15](OC(=O)C)(=[O:17])[CH3:16], predict the reaction product. The product is: [CH3:8][C:3]1[C:2]([NH:1][C:15](=[O:17])[CH3:16])=[CH:7][CH:6]=[CH:5][N:4]=1. (3) Given the reactants [CH3:1][CH:2]1[CH2:11][C:10]2[N:9]=[N:8][C:7]([C:12]3[CH:17]=[CH:16][CH:15]=[C:14]([C:18]([F:21])([F:20])[F:19])[CH:13]=3)=[CH:6][C:5]=2[C:4](=[O:22])[CH2:3]1.[Br-].C(=O)(O)[O-].[Na+], predict the reaction product. The product is: [CH3:1][C:2]1[CH:3]=[C:4]([OH:22])[C:5]2[CH:6]=[C:7]([C:12]3[CH:17]=[CH:16][CH:15]=[C:14]([C:18]([F:21])([F:20])[F:19])[CH:13]=3)[N:8]=[N:9][C:10]=2[CH:11]=1. (4) Given the reactants [F:1][C:2]1[CH:3]=[C:4]([NH:28][C:29]([C:31]2[C:32](=[O:44])[N:33]([C:37]3[CH:42]=[CH:41][C:40]([F:43])=[CH:39][CH:38]=3)[N:34]=[CH:35][CH:36]=2)=[O:30])[CH:5]=[CH:6][C:7]=1[O:8][C:9]1[CH:14]=[CH:13][N:12]=[C:11]2[N:15]([CH2:19][C:20]3[CH:25]=[CH:24][C:23]([O:26][CH3:27])=[CH:22][CH:21]=3)[N:16]=[C:17](I)[C:10]=12.[N:45]1([C:51]([C:53]2[CH:58]=[CH:57][C:56](B(O)O)=[CH:55][CH:54]=2)=[O:52])[CH2:50][CH2:49][O:48][CH2:47][CH2:46]1.C([O-])([O-])=O.[Na+].[Na+], predict the reaction product. The product is: [F:1][C:2]1[CH:3]=[C:4]([NH:28][C:29]([C:31]2[C:32](=[O:44])[N:33]([C:37]3[CH:42]=[CH:41][C:40]([F:43])=[CH:39][CH:38]=3)[N:34]=[CH:35][CH:36]=2)=[O:30])[CH:5]=[CH:6][C:7]=1[O:8][C:9]1[CH:14]=[CH:13][N:12]=[C:11]2[N:15]([CH2:19][C:20]3[CH:25]=[CH:24][C:23]([O:26][CH3:27])=[CH:22][CH:21]=3)[N:16]=[C:17]([C:56]3[CH:55]=[CH:54][C:53]([C:51]([N:45]4[CH2:50][CH2:49][O:48][CH2:47][CH2:46]4)=[O:52])=[CH:58][CH:57]=3)[C:10]=12. (5) Given the reactants [CH:1](=[N:8]/[C:9]1[CH:17]=[C:16]([Cl:18])[CH:15]=[C:14]2[C:10]=1[CH2:11][O:12][C:13]2=[O:19])\[C:2]1[CH:7]=[CH:6][CH:5]=[CH:4][CH:3]=1.[CH3:20][N:21]1[CH:25]=[CH:24][N:23]=[C:22]1[CH:26]=O.[O-:28][CH2:29][CH3:30].[Na+], predict the reaction product. The product is: [Cl:18][C:16]1[CH:15]=[C:14]([C:13]([O:12][CH2:11][CH3:10])=[O:19])[C:30]2[C:29](=[O:28])[CH:26]([C:22]3[N:21]([CH3:20])[CH:25]=[CH:24][N:23]=3)[CH:1]([C:2]3[CH:3]=[CH:4][CH:5]=[CH:6][CH:7]=3)[NH:8][C:9]=2[CH:17]=1. (6) Given the reactants [NH2:1][C:2]1[CH:3]=[C:4]([NH:8][C:9](=[O:13])[CH2:10][CH2:11][CH3:12])[CH:5]=[CH:6][CH:7]=1.[Cl:14][C:15]1[CH:16]=[C:17]([CH:21]=[CH:22][CH:23]=1)[C:18](O)=[O:19].C1C=CC2N(O)N=NC=2C=1.C(Cl)Cl, predict the reaction product. The product is: [C:9]([NH:8][C:4]1[CH:3]=[C:2]([NH:1][C:18](=[O:19])[C:17]2[CH:21]=[CH:22][CH:23]=[C:15]([Cl:14])[CH:16]=2)[CH:7]=[CH:6][CH:5]=1)(=[O:13])[CH2:10][CH2:11][CH3:12]. (7) Given the reactants [OH:1][C:2]1[CH:9]=[CH:8][C:5]([CH:6]=O)=[CH:4][CH:3]=1.[CH3:10][C:11]1([CH3:19])[O:18][C:16](=[O:17])[CH2:15][C:13](=[O:14])[O:12]1, predict the reaction product. The product is: [OH:1][C:2]1[CH:9]=[CH:8][C:5]([CH:6]=[C:15]2[C:16](=[O:17])[O:18][C:11]([CH3:19])([CH3:10])[O:12][C:13]2=[O:14])=[CH:4][CH:3]=1.